Predict the product of the given reaction. From a dataset of Forward reaction prediction with 1.9M reactions from USPTO patents (1976-2016). (1) Given the reactants Br[CH:2]1[C:20](=O)[C:7]2=[CH:8][N:9]([CH2:11][C:12]3[CH:17]=[CH:16][C:15]([O:18][CH3:19])=[CH:14][CH:13]=3)[N:10]=[C:6]2[CH2:5][CH:4]([O:22][CH3:23])[CH2:3]1.[CH3:24][C:25]1[CH:30]=[CH:29][N:28]=[C:27]([NH:31][C:32]([NH2:34])=[S:33])[N:26]=1, predict the reaction product. The product is: [CH3:23][O:22][CH:4]1[CH2:5][C:6]2[C:7](=[CH:8][N:9]([CH2:11][C:12]3[CH:17]=[CH:16][C:15]([O:18][CH3:19])=[CH:14][CH:13]=3)[N:10]=2)[C:20]2[N:34]=[C:32]([NH:31][C:27]3[N:26]=[C:25]([CH3:24])[CH:30]=[CH:29][N:28]=3)[S:33][C:2]=2[CH2:3]1. (2) Given the reactants [C:1]([O:4][CH:5]([C:9]1[CH:14]=[CH:13][C:12]([O:15][CH3:16])=[CH:11][CH:10]=1)[C:6]([OH:8])=O)(=[O:3])[CH3:2].[CH2:17]([NH2:21])[CH2:18][CH2:19][CH3:20], predict the reaction product. The product is: [CH2:17]([NH:21][C:6]([CH:5]([O:4][C:1](=[O:3])[CH3:2])[C:9]1[CH:14]=[CH:13][C:12]([O:15][CH3:16])=[CH:11][CH:10]=1)=[O:8])[CH2:18][CH2:19][CH3:20].